This data is from HIV replication inhibition screening data with 41,000+ compounds from the AIDS Antiviral Screen. The task is: Binary Classification. Given a drug SMILES string, predict its activity (active/inactive) in a high-throughput screening assay against a specified biological target. (1) The molecule is N=C(NN=Cc1cccc2ccccc12)NN=Cc1cccc2ccccc12. The result is 0 (inactive). (2) The result is 1 (active). The drug is CN1CCC(CNC(=O)CCCCCCCCC(=O)NCC2(c3ccccc3)CCN(C)CC2)(c2ccccc2)CC1. (3) The compound is C=CP(=S)(c1ccccc1)c1ccccc1. The result is 0 (inactive). (4) The molecule is Cl.O=[N+]([O-])c1cccc2nc3ccccc3c(NCCc3cccc[n+]3[O-])c12. The result is 0 (inactive). (5) The compound is c1ccc2c(c1)cc(C1NCCc3[nH]cnc31)c1ccccc12. The result is 0 (inactive). (6) The drug is O=C(O)C(CS)NCc1c2ccccc2nc2ccccc12. The result is 0 (inactive). (7) The molecule is COC(=O)C(C)NC(=O)C(CSC)N1C(=O)NC(C(C)C)C1=O. The result is 0 (inactive). (8) The molecule is NC(=O)c1c[se]c(C2OC(CO)C(O)C2O)n1. The result is 0 (inactive).